This data is from Full USPTO retrosynthesis dataset with 1.9M reactions from patents (1976-2016). The task is: Predict the reactants needed to synthesize the given product. The reactants are: [CH2:1]([C:3]1[S:4][C:5](B(O)O)=[CH:6][CH:7]=1)[CH3:2].Br[C:12]1[S:16][C:15]([S:17]([N:20]2[CH:24]=[CH:23][CH:22]=[CH:21]2)(=[O:19])=[O:18])=[CH:14][CH:13]=1. Given the product [CH2:1]([C:3]1[S:4][C:5]([C:12]2[S:16][C:15]([S:17]([N:20]3[CH:24]=[CH:23][CH:22]=[CH:21]3)(=[O:18])=[O:19])=[CH:14][CH:13]=2)=[CH:6][CH:7]=1)[CH3:2], predict the reactants needed to synthesize it.